This data is from Retrosynthesis with 50K atom-mapped reactions and 10 reaction types from USPTO. The task is: Predict the reactants needed to synthesize the given product. (1) The reactants are: Cc1cc2c(s1)CN(C)CCC2O.Fc1ccc(Cl)c(Cl)c1. Given the product Cc1cc2c(s1)CN(C)CCC2Oc1ccc(Cl)c(Cl)c1, predict the reactants needed to synthesize it. (2) Given the product Cc1sc2nc(-n3cncn3)nc(NCc3ccccc3)c2c1C, predict the reactants needed to synthesize it. The reactants are: Cc1sc2nc(Cl)nc(NCc3ccccc3)c2c1C.c1nc[nH]n1. (3) Given the product COc1ccc(-c2cccc3c(N)c(C(=O)NC4CC4)nnc23)c(OC)c1, predict the reactants needed to synthesize it. The reactants are: COc1ccc(B(O)O)c(OC)c1.Nc1c(C(=O)NC2CC2)nnc2c(Br)cccc12.